The task is: Predict the reactants needed to synthesize the given product.. This data is from Full USPTO retrosynthesis dataset with 1.9M reactions from patents (1976-2016). (1) Given the product [F:25][C:3]1[C:4]([CH3:24])=[C:5]([C:8]2[CH:17]=[C:16]3[C:11]([CH:12]=[C:13]([NH:18][C:19]([CH:21]4[CH2:22][CH2:23]4)=[O:20])[N:14]=[CH:15]3)=[CH:10][CH:9]=2)[CH:6]=[N:7][CH:2]=1, predict the reactants needed to synthesize it. The reactants are: Cl[C:2]1[N:7]=[CH:6][C:5]([C:8]2[CH:17]=[C:16]3[C:11]([CH:12]=[C:13]([NH:18][C:19]([CH:21]4[CH2:23][CH2:22]4)=[O:20])[N:14]=[CH:15]3)=[CH:10][CH:9]=2)=[C:4]([CH3:24])[C:3]=1[F:25].C(O)C.C(=O)(O)[O-].[Na+]. (2) Given the product [O:30]1[CH2:16][CH:17]=[C:12]([C:10]2[CH:11]=[C:2]3[C:3]([C:4](=[O:5])[NH:29][CH:18]=[N:1]3)=[CH:8][CH:9]=2)[CH2:13][CH2:14]1, predict the reactants needed to synthesize it. The reactants are: [NH2:1][C:2]1[CH:11]=[C:10]([C:12]2[CH2:13][CH2:14]O[CH2:16][CH:17]=2)[CH:9]=[CH:8][C:3]=1[C:4](OC)=[O:5].[CH:18](OC)(OC)OC.C([O-])(=O)C.[NH4+:29].[OH2:30]. (3) Given the product [N:1]1([CH:6]([C:8]2[CH:36]=[CH:35][C:11]([CH2:12][N:13]3[CH:21]=[C:20]4[C:15]([N:16]=[C:17]([C:33]#[N:34])[N:18]=[C:19]4[NH:22][CH2:23][C:24]4[C:29]([Cl:30])=[CH:28][CH:27]=[C:26]([O:31][CH3:37])[C:25]=4[F:32])=[N:14]3)=[CH:10][CH:9]=2)[CH3:7])[CH:5]=[CH:4][CH:3]=[N:2]1, predict the reactants needed to synthesize it. The reactants are: [N:1]1([CH:6]([C:8]2[CH:36]=[CH:35][C:11]([CH2:12][N:13]3[CH:21]=[C:20]4[C:15]([N:16]=[C:17]([C:33]#[N:34])[N:18]=[C:19]4[NH:22][CH2:23][C:24]4[C:29]([Cl:30])=[CH:28][CH:27]=[C:26]([OH:31])[C:25]=4[F:32])=[N:14]3)=[CH:10][CH:9]=2)[CH3:7])[CH:5]=[CH:4][CH:3]=[N:2]1.[C:37](=O)([O-])[O-].[Cs+].[Cs+].IC. (4) Given the product [OH:4][C:5]1[CH:6]=[C:7]([NH:11][C:12]([N:14]2[CH2:19][CH2:18][N:17]([C:20]3[S:24][N:23]=[C:22]([C:25]4[CH:26]=[CH:27][CH:28]=[CH:29][CH:30]=4)[N:21]=3)[CH2:16][CH2:15]2)=[O:13])[CH:8]=[CH:9][CH:10]=1, predict the reactants needed to synthesize it. The reactants are: C([O:4][C:5]1[CH:10]=[CH:9][CH:8]=[C:7]([NH:11][C:12]([N:14]2[CH2:19][CH2:18][N:17]([C:20]3[S:24][N:23]=[C:22]([C:25]4[CH:30]=[CH:29][CH:28]=[CH:27][CH:26]=4)[N:21]=3)[CH2:16][CH2:15]2)=[O:13])[CH:6]=1)(=O)C.[OH-].[Na+].O. (5) Given the product [C:1]([S:5]([NH:7][C:8]1([CH:12]([CH3:17])[C:13]([OH:15])=[O:14])[CH2:9][O:10][CH2:11]1)=[O:6])([CH3:4])([CH3:2])[CH3:3], predict the reactants needed to synthesize it. The reactants are: [C:1]([S:5]([NH:7][C:8]1([CH:12]([CH3:17])[C:13]([O:15]C)=[O:14])[CH2:11][O:10][CH2:9]1)=[O:6])([CH3:4])([CH3:3])[CH3:2].[OH-].[Na+]. (6) Given the product [NH:6]1[C:5]2[CH:9]=[CH:10][C:2]([N:1]3[CH:14]([C:13]4[CH:16]=[CH:17][C:18]([C:20]([F:23])([F:22])[F:21])=[CH:19][C:12]=4[F:11])[CH2:31][NH:30][C:35]3=[O:36])=[CH:3][C:4]=2[N:8]=[CH:7]1, predict the reactants needed to synthesize it. The reactants are: [NH2:1][C:2]1[CH:10]=[CH:9][C:5]2[N:6]=[CH:7][NH:8][C:4]=2[CH:3]=1.[F:11][C:12]1[CH:19]=[C:18]([C:20]([F:23])([F:22])[F:21])[CH:17]=[CH:16][C:13]=1[CH:14]=O.[Si](C#N)(C)(C)C.[N:30]1([C:35](N2C=CN=C2)=[O:36])C=CN=[CH:31]1.